From a dataset of Reaction yield outcomes from USPTO patents with 853,638 reactions. Predict the reaction yield, written as a fraction of the theoretical maximum amount of product (1.0 means a 100% yield; for example, 0.34 means a 34% yield). (1) The reactants are [NH2:1][C:2]1[CH:3]=[C:4]([CH:10]=[CH:11][CH:12]=1)[C:5]([O:7][CH2:8][CH3:9])=[O:6].[C:13]1([S:19](Cl)(=[O:21])=[O:20])[CH:18]=[CH:17][CH:16]=[CH:15][CH:14]=1. The catalyst is C1COCC1. The product is [C:13]1([S:19]([NH:1][C:2]2[CH:3]=[C:4]([CH:10]=[CH:11][CH:12]=2)[C:5]([O:7][CH2:8][CH3:9])=[O:6])(=[O:21])=[O:20])[CH:18]=[CH:17][CH:16]=[CH:15][CH:14]=1. The yield is 0.700. (2) The reactants are [CH3:1][O:2][C:3]1[CH:12]=[CH:11][CH:10]=[C:9]2[C:4]=1[CH:5]=[C:6]([CH2:13]O)[CH:7]=[N:8]2.O=S(Cl)[Cl:17]. The catalyst is C(Cl)Cl. The product is [ClH:17].[Cl:17][CH2:13][C:6]1[CH:7]=[N:8][C:9]2[C:4]([CH:5]=1)=[C:3]([O:2][CH3:1])[CH:12]=[CH:11][CH:10]=2. The yield is 0.840. (3) The reactants are [C:1]([N:4]1[CH2:13][CH2:12][C:11]2[C:6](=[CH:7][CH:8]=[C:9]([S:14]([N:17](CC3C=CC(OC)=CC=3OC)[C:18]3[S:22][N:21]=[CH:20][N:19]=3)(=[O:16])=[O:15])[CH:10]=2)[CH:5]1[C:34]1[CH:39]=[CH:38][C:37]([C:40]([F:43])([F:42])[F:41])=[CH:36][C:35]=1[O:44][CH3:45])(=[O:3])[CH3:2].FC(F)(F)C(O)=O. The catalyst is C(Cl)Cl.CO.CO.CS(C)=O. The product is [C:1]([N:4]1[CH2:13][CH2:12][C:11]2[C:6](=[CH:7][CH:8]=[C:9]([S:14]([NH:17][C:18]3[S:22][N:21]=[CH:20][N:19]=3)(=[O:16])=[O:15])[CH:10]=2)[CH:5]1[C:34]1[CH:39]=[CH:38][C:37]([C:40]([F:42])([F:43])[F:41])=[CH:36][C:35]=1[O:44][CH3:45])(=[O:3])[CH3:2]. The yield is 0.159. (4) The reactants are [C:1]1([CH:11]([N:13]2[CH:17]3[C:18](=O)[N:19]([CH2:22][CH2:23][C:24]4[CH:29]=[CH:28][CH:27]=[CH:26][CH:25]=4)[CH2:20][CH2:21][CH:16]3[CH2:15][CH2:14]2)[CH3:12])[C:10]2[C:5](=[CH:6][CH:7]=[CH:8][CH:9]=2)[CH:4]=[CH:3][CH:2]=1.CC(C[AlH]CC(C)C)C.C1(C)C=CC=CC=1. The catalyst is C1COCC1. The product is [C:1]1([CH:11]([N:13]2[CH:17]3[CH2:18][N:19]([CH2:22][CH2:23][C:24]4[CH:29]=[CH:28][CH:27]=[CH:26][CH:25]=4)[CH2:20][CH2:21][CH:16]3[CH2:15][CH2:14]2)[CH3:12])[C:10]2[C:5](=[CH:6][CH:7]=[CH:8][CH:9]=2)[CH:4]=[CH:3][CH:2]=1. The yield is 0.480. (5) The reactants are [C:1]([O:7][CH2:8][C@H:9]([C:15]1[C:37]([CH3:38])=[CH:36][C:18]2[N:19]=[C:20]([C:22]3[CH:27]=[CH:26][CH:25]=[C:24]([O:28]CC4C=CC=CC=4)[CH:23]=3)[S:21][C:17]=2[C:16]=1[C:39]1[CH:44]=[CH:43][C:42]([Cl:45])=[CH:41][CH:40]=1)[O:10][C:11]([CH3:14])([CH3:13])[CH3:12])(=[O:6])[C:2]([CH3:5])([CH3:4])[CH3:3].[H][H].N1C=CC=CC=1.[O:54](S(C(F)(F)F)(=O)=O)[S:55]([C:58]([F:61])([F:60])[F:59])(=O)=[O:56]. The catalyst is CCO.CCOC(C)=O.[Pd]. The product is [C:1]([O:7][CH2:8][C@@H:9]([O:10][C:11]([CH3:14])([CH3:13])[CH3:12])[C:15]1[C:37]([CH3:38])=[CH:36][C:18]2[N:19]=[C:20]([C:22]3[CH:27]=[CH:26][CH:25]=[C:24]([O:28][S:55]([C:58]([F:61])([F:60])[F:59])(=[O:56])=[O:54])[CH:23]=3)[S:21][C:17]=2[C:16]=1[C:39]1[CH:40]=[CH:41][C:42]([Cl:45])=[CH:43][CH:44]=1)(=[O:6])[C:2]([CH3:4])([CH3:3])[CH3:5]. The yield is 0.820. (6) The reactants are Br[CH2:2][C:3]([NH:5][C:6]1[CH:11]=[C:10]([O:12][Si](C(C)(C)C)(C2C=CC=CC=2)C2C=CC=CC=2)[C:9]([O:30][CH3:31])=[CH:8][C:7]=1[C:32](=O)[C:33]1[CH:38]=[CH:37][CH:36]=[C:35]([C:39]#[N:40])[CH:34]=1)=[O:4].BrCC([NH:46]C1C=C(OC)C(O[Si](C(C)(C)C)(C2C=CC=CC=2)C2C=CC=CC=2)=CC=1C(=O)C1C=CC=C(C#N)C=1)=O. No catalyst specified. The product is [OH:12][C:10]1[C:9]([O:30][CH3:31])=[CH:8][C:7]2[C:32]([C:33]3[CH:34]=[C:35]([CH:36]=[CH:37][CH:38]=3)[C:39]#[N:40])=[N:46][CH2:2][C:3](=[O:4])[NH:5][C:6]=2[CH:11]=1. The yield is 0.300.